This data is from Reaction yield outcomes from USPTO patents with 853,638 reactions. The task is: Predict the reaction yield, written as a fraction of the theoretical maximum amount of product (1.0 means a 100% yield; for example, 0.34 means a 34% yield). (1) The reactants are C[Si]([N-][Si](C)(C)C)(C)C.[Na+].F[C:12]1[C:17]([C:18]2[N:23]=[C:22]([CH3:24])[N:21]=[C:20]([N:25]([CH2:35][C:36]3[CH:41]=[CH:40][C:39]([O:42][CH3:43])=[CH:38][CH:37]=3)[CH2:26][C:27]3[CH:32]=[CH:31][C:30]([O:33][CH3:34])=[CH:29][CH:28]=3)[N:19]=2)=[CH:16][C:15]([C@H:44]([N:46]2[CH2:51][CH2:50][N:49]([S:52]([CH3:55])(=[O:54])=[O:53])[CH2:48][CH2:47]2)[CH3:45])=[CH:14][N:13]=1.[Cl:56][C:57]1[N:62]=[CH:61][C:60]([NH2:63])=[CH:59][CH:58]=1. The catalyst is C1COCC1. The product is [Cl:56][C:57]1[N:62]=[CH:61][C:60]([NH:63][C:12]2[C:17]([C:18]3[N:23]=[C:22]([CH3:24])[N:21]=[C:20]([N:25]([CH2:35][C:36]4[CH:37]=[CH:38][C:39]([O:42][CH3:43])=[CH:40][CH:41]=4)[CH2:26][C:27]4[CH:32]=[CH:31][C:30]([O:33][CH3:34])=[CH:29][CH:28]=4)[N:19]=3)=[CH:16][C:15]([C@H:44]([N:46]3[CH2:47][CH2:48][N:49]([S:52]([CH3:55])(=[O:54])=[O:53])[CH2:50][CH2:51]3)[CH3:45])=[CH:14][N:13]=2)=[CH:59][CH:58]=1. The yield is 0.760. (2) The reactants are Br[C:2]1[C:3]([C:13]2[CH:18]=[CH:17][C:16]([NH:19][C:20]([NH:22][C:23]3[CH:28]=[CH:27][CH:26]=[CH:25][CH:24]=3)=[O:21])=[CH:15][CH:14]=2)=[N:4][N:5]([CH2:7][CH:8]2[CH2:12][CH2:11][CH2:10][O:9]2)[CH:6]=1.C1(S([N:38]2[C:42]3=[N:43][CH:44]=[CH:45][C:46](B4OC(C)(C)C(C)(C)O4)=[C:41]3[CH:40]=[CH:39]2)(=O)=O)C=CC=CC=1.C(=O)(O)[O-].[Na+]. The catalyst is C1C=CC([P]([Pd]([P](C2C=CC=CC=2)(C2C=CC=CC=2)C2C=CC=CC=2)([P](C2C=CC=CC=2)(C2C=CC=CC=2)C2C=CC=CC=2)[P](C2C=CC=CC=2)(C2C=CC=CC=2)C2C=CC=CC=2)(C2C=CC=CC=2)C2C=CC=CC=2)=CC=1.CN(C)C=O. The product is [C:23]1([NH:22][C:20]([NH:19][C:16]2[CH:17]=[CH:18][C:13]([C:3]3[C:2]([C:46]4[CH:45]=[CH:44][N:43]=[C:42]5[NH:38][CH:39]=[CH:40][C:41]=45)=[CH:6][N:5]([CH2:7][CH:8]4[CH2:12][CH2:11][CH2:10][O:9]4)[N:4]=3)=[CH:14][CH:15]=2)=[O:21])[CH:28]=[CH:27][CH:26]=[CH:25][CH:24]=1. The yield is 0.110.